This data is from Catalyst prediction with 721,799 reactions and 888 catalyst types from USPTO. The task is: Predict which catalyst facilitates the given reaction. (1) Product: [C:42]([NH:45][C@@H:46]1[C@@H:51]([NH:52][C:53](=[O:54])[O:55][C:56]([CH3:57])([CH3:58])[CH3:59])[CH2:50][C:49]([C:60](=[O:61])[NH:1][CH2:2][CH2:3][NH:4][C:5](=[O:27])[CH2:6][CH2:7]/[CH:8]=[CH:9]\[CH2:10]/[CH:11]=[CH:12]\[CH2:13]/[CH:14]=[CH:15]\[CH2:16]/[CH:17]=[CH:18]\[CH2:19]/[CH:20]=[CH:21]\[CH2:22]/[CH:23]=[CH:24]\[CH2:25][CH3:26])=[CH:48][C@H:47]1[O:63][CH:64]([CH2:67][CH3:68])[CH2:65][CH3:66])(=[O:44])[CH3:43]. The catalyst class is: 2. Reactant: [NH2:1][CH2:2][CH2:3][NH:4][C:5](=[O:27])[CH2:6][CH2:7]/[CH:8]=[CH:9]\[CH2:10]/[CH:11]=[CH:12]\[CH2:13]/[CH:14]=[CH:15]\[CH2:16]/[CH:17]=[CH:18]\[CH2:19]/[CH:20]=[CH:21]\[CH2:22]/[CH:23]=[CH:24]\[CH2:25][CH3:26].C1C=CC2N(O)N=NC=2C=1.C(Cl)CCl.[C:42]([NH:45][C@@H:46]1[C@@H:51]([NH:52][C:53]([O:55][C:56]([CH3:59])([CH3:58])[CH3:57])=[O:54])[CH2:50][C:49]([C:60](O)=[O:61])=[CH:48][C@H:47]1[O:63][CH:64]([CH2:67][CH3:68])[CH2:65][CH3:66])(=[O:44])[CH3:43].CCN(CC)CC. (2) Reactant: [CH3:1][C:2]1[CH:3]=[C:4]([S:18][CH3:19])[C:5]([NH:11]C(=O)C(F)(F)F)=[C:6]([CH:10]=1)[C:7]([OH:9])=[O:8].O.[OH-].[Li+].Cl. Product: [NH2:11][C:5]1[C:4]([S:18][CH3:19])=[CH:3][C:2]([CH3:1])=[CH:10][C:6]=1[C:7]([OH:9])=[O:8]. The catalyst class is: 24. (3) Reactant: [Cl:1][C:2]1[CH:3]=[C:4]([CH:20]=[CH:21][C:22]=1[O:23][CH3:24])[C:5]([O:7][NH:8][C:9]([C:11]1[CH:12]=[C:13]2[C:17](=[CH:18][CH:19]=1)[NH:16][CH:15]=[CH:14]2)=[NH:10])=O.CCCC[N+](CCCC)(CCCC)CCCC.[F-]. Product: [Cl:1][C:2]1[CH:3]=[C:4]([C:5]2[O:7][N:8]=[C:9]([C:11]3[CH:12]=[C:13]4[C:17](=[CH:18][CH:19]=3)[NH:16][CH:15]=[CH:14]4)[N:10]=2)[CH:20]=[CH:21][C:22]=1[O:23][CH3:24]. The catalyst class is: 182.